Predict the product of the given reaction. From a dataset of Forward reaction prediction with 1.9M reactions from USPTO patents (1976-2016). (1) Given the reactants [CH2:1]1[CH2:6]CC(N=C=N[CH:1]2[CH2:6]CC[CH2:3][CH2:2]2)[CH2:3][CH2:2]1.[CH3:16][C:17]1([CH2:23][C:24]([OH:26])=O)[O:21][CH:20]([CH3:22])[CH2:19][O:18]1.C(N(CC)CC)C.[CH:34]1[CH:35]=[CH:36][C:37]2N(O)[N:41]=[N:40][C:38]=2[CH:39]=1, predict the reaction product. The product is: [CH3:16][C:17]1([CH2:23][C:24]([NH:41][NH:40][C:38]2[CH:39]=[CH:34][C:35]3[C:36](=[CH:6][CH:1]=[CH:2][CH:3]=3)[CH:37]=2)=[O:26])[O:21][CH:20]([CH3:22])[CH2:19][O:18]1. (2) Given the reactants C(O)C.[C:4]([C:6]1[C:11]2[N:12]=[C:13]([CH:15]3[CH2:17][CH2:16]3)[O:14][C:10]=2[C:9]([CH2:18][C:19](=S)[N:20]([CH3:22])[CH3:21])=[C:8]([C:24]2[CH:29]=[CH:28][CH:27]=[CH:26][CH:25]=2)[C:7]=1[CH3:30])#[N:5], predict the reaction product. The product is: [CH:15]1([C:13]2[O:14][C:10]3[C:11](=[C:6]([C:4]#[N:5])[C:7]([CH3:30])=[C:8]([C:24]4[CH:29]=[CH:28][CH:27]=[CH:26][CH:25]=4)[C:9]=3[CH2:18][CH2:19][N:20]([CH3:21])[CH3:22])[N:12]=2)[CH2:16][CH2:17]1. (3) Given the reactants [Si:1]([O:18][CH2:19][C:20]([C:23]1[CH:27]=[C:26]([NH:28][C:29]([NH:31][C@@H:32]2[C:41]3[C:36](=[CH:37][CH:38]=[CH:39][CH:40]=3)[C@H:35]([O:42][C:43]3[CH:44]=[CH:45][C:46]4[N:47]([C:49]([N:52]5[CH2:57][CH2:56][CH2:55][CH2:54][C@@H:53]5[CH3:58])=[N:50][N:51]=4)[CH:48]=3)[CH2:34][CH2:33]2)=[O:30])[N:25]([C:59]2[CH:64]=[CH:63][CH:62]=[C:61]([O:65][CH2:66][CH2:67][O:68]C3CCCCO3)[CH:60]=2)[N:24]=1)([CH3:22])[CH3:21])([C:14]([CH3:17])([CH3:16])[CH3:15])([C:8]1[CH:13]=[CH:12][CH:11]=[CH:10][CH:9]=1)[C:2]1[CH:7]=[CH:6][CH:5]=[CH:4][CH:3]=1.C1(C)C=CC(S([O-])(=O)=O)=CC=1.[NH+]1C=CC=CC=1, predict the reaction product. The product is: [Si:1]([O:18][CH2:19][C:20]([C:23]1[CH:27]=[C:26]([NH:28][C:29]([NH:31][C@@H:32]2[C:41]3[C:36](=[CH:37][CH:38]=[CH:39][CH:40]=3)[C@H:35]([O:42][C:43]3[CH:44]=[CH:45][C:46]4[N:47]([C:49]([N:52]5[CH2:57][CH2:56][CH2:55][CH2:54][C@@H:53]5[CH3:58])=[N:50][N:51]=4)[CH:48]=3)[CH2:34][CH2:33]2)=[O:30])[N:25]([C:59]2[CH:64]=[CH:63][CH:62]=[C:61]([O:65][CH2:66][CH2:67][OH:68])[CH:60]=2)[N:24]=1)([CH3:21])[CH3:22])([C:14]([CH3:15])([CH3:17])[CH3:16])([C:8]1[CH:13]=[CH:12][CH:11]=[CH:10][CH:9]=1)[C:2]1[CH:3]=[CH:4][CH:5]=[CH:6][CH:7]=1. (4) The product is: [CH3:1][O:2][Si:3]([O:8][CH3:9])([O:6][CH3:7])[O:4][CH3:5].[CH3:25][Si:26]([CH3:33])([O:30][CH2:31][CH3:32])[O:27][CH2:28][CH3:29]. Given the reactants [CH3:1][O:2][Si:3]([O:8][CH3:9])([O:6][CH3:7])[O:4][CH3:5].C(OCCC[Si](OC)(OC)OC)C1OC1.[CH3:25][Si:26]([CH3:33])([O:30][CH2:31][CH3:32])[O:27][CH2:28][CH3:29], predict the reaction product. (5) Given the reactants [Cl:1][C:2]1[C:3]([NH:10][C:11]2[CH:15]=[C:14]([CH:16]3[CH2:18][CH2:17]3)[NH:13][N:12]=2)=[N:4][C:5]([C:8]#[N:9])=[N:6][CH:7]=1.C([O-])([O-])=[O:20].[K+].[K+].OO.O, predict the reaction product. The product is: [Cl:1][C:2]1[C:3]([NH:10][C:11]2[CH:15]=[C:14]([CH:16]3[CH2:17][CH2:18]3)[NH:13][N:12]=2)=[N:4][C:5]([C:8]([NH2:9])=[O:20])=[N:6][CH:7]=1. (6) Given the reactants [Cl:1][C:2]1[C:3]([CH2:18][CH3:19])=[C:4]([NH:10][C@H:11]([C@H:15]([OH:17])[CH3:16])[C:12]([OH:14])=O)[CH:5]=[CH:6][C:7]=1[C:8]#[N:9].[C:20]([C:22]1[CH:31]=[CH:30][C:25]([C:26]([NH:28][NH2:29])=[O:27])=[CH:24][CH:23]=1)#[N:21].O.ON1C2C=CC=CC=2N=N1.Cl.CN(C)CCCN=C=NCC.C(N(CC)CC)C, predict the reaction product. The product is: [Cl:1][C:2]1[C:3]([CH2:18][CH3:19])=[C:4]([NH:10][C@H:11]([C@H:15]([OH:17])[CH3:16])[C:12]([NH:29][NH:28][C:26](=[O:27])[C:25]2[CH:24]=[CH:23][C:22]([C:20]#[N:21])=[CH:31][CH:30]=2)=[O:14])[CH:5]=[CH:6][C:7]=1[C:8]#[N:9].